From a dataset of CYP3A4 inhibition data for predicting drug metabolism from PubChem BioAssay. Regression/Classification. Given a drug SMILES string, predict its absorption, distribution, metabolism, or excretion properties. Task type varies by dataset: regression for continuous measurements (e.g., permeability, clearance, half-life) or binary classification for categorical outcomes (e.g., BBB penetration, CYP inhibition). Dataset: cyp3a4_veith. The drug is COCCN(C(=O)C(C)C)c1nnc(-c2ccc(C)cc2)s1. The result is 0 (non-inhibitor).